This data is from Full USPTO retrosynthesis dataset with 1.9M reactions from patents (1976-2016). The task is: Predict the reactants needed to synthesize the given product. Given the product [CH3:1][N:2]1[CH:6]=[C:5]([C:7]2[S:15][C:14]3[C:13]([CH:16]4[CH2:17][CH2:18][N:19]([C:33]([NH:32][C@H:30]([C:27]5[CH:26]=[CH:25][C:24]([F:23])=[CH:29][CH:28]=5)[CH3:31])=[O:34])[CH2:20][CH2:21]4)=[N:12][CH:11]=[N:10][C:9]=3[CH:8]=2)[C:4]([CH3:22])=[N:3]1, predict the reactants needed to synthesize it. The reactants are: [CH3:1][N:2]1[CH:6]=[C:5]([C:7]2[S:15][C:14]3[C:13]([C:16]4[CH2:17][CH2:18][NH:19][CH2:20][CH:21]=4)=[N:12][CH:11]=[N:10][C:9]=3[CH:8]=2)[C:4]([CH3:22])=[N:3]1.[F:23][C:24]1[CH:29]=[CH:28][C:27]([C@@H:30]([N:32]=[C:33]=[O:34])[CH3:31])=[CH:26][CH:25]=1.C(N(CC)CC)C.